This data is from Forward reaction prediction with 1.9M reactions from USPTO patents (1976-2016). The task is: Predict the product of the given reaction. (1) Given the reactants [CH3:1][C:2]1([CH3:40])[N:6]([C:7]([O:9][C:10]([CH3:13])([CH3:12])[CH3:11])=[O:8])[C@:5]([CH3:39])([C:14]([NH:16][NH:17][C:18](=O)[C:19]2[CH:24]=[CH:23][C:22]([O:25][CH2:26][CH2:27][CH2:28][CH2:29][CH2:30][CH2:31][CH2:32][CH3:33])=[C:21]([C:34]([F:37])([F:36])[F:35])[CH:20]=2)=O)[CH2:4][O:3]1.COC1C=CC(P2(SP(C3C=CC(OC)=CC=3)(=S)S2)=[S:50])=CC=1, predict the reaction product. The product is: [CH3:1][C:2]1([CH3:40])[N:6]([C:7]([O:9][C:10]([CH3:13])([CH3:12])[CH3:11])=[O:8])[C@@:5]([CH3:39])([C:14]2[S:50][C:18]([C:19]3[CH:24]=[CH:23][C:22]([O:25][CH2:26][CH2:27][CH2:28][CH2:29][CH2:30][CH2:31][CH2:32][CH3:33])=[C:21]([C:34]([F:37])([F:36])[F:35])[CH:20]=3)=[N:17][N:16]=2)[CH2:4][O:3]1. (2) Given the reactants Br[C:2]1[CH:3]=[CH:4][C:5]2[C:15]3[C:10](=[CH:11][N:12]=[CH:13][CH:14]=3)[CH:9]([CH3:16])[O:8][C:6]=2[CH:7]=1.[OH:17][CH2:18][C@@H:19]([N:24]1[C:32](=[O:33])[C:31]2[C:26](=[CH:27][CH:28]=[CH:29][CH:30]=2)[C:25]1=[O:34])[CH2:20][CH:21]([CH3:23])[CH3:22].C(P(C(C)(C)C)C1C=CC=CC=1C1C(C(C)C)=CC(C(C)C)=CC=1C(C)C)(C)(C)C.C(=O)([O-])[O-].[Cs+].[Cs+], predict the reaction product. The product is: [CH3:22][CH:21]([CH3:23])[CH2:20][C@H:19]([N:24]1[C:25](=[O:34])[C:26]2[C:31](=[CH:30][CH:29]=[CH:28][CH:27]=2)[C:32]1=[O:33])[CH2:18][O:17][C:2]1[CH:3]=[CH:4][C:5]2[C:15]3[C:10](=[CH:11][N:12]=[CH:13][CH:14]=3)[CH:9]([CH3:16])[O:8][C:6]=2[CH:7]=1.